Dataset: NCI-60 drug combinations with 297,098 pairs across 59 cell lines. Task: Regression. Given two drug SMILES strings and cell line genomic features, predict the synergy score measuring deviation from expected non-interaction effect. (1) Drug 1: C#CCC(CC1=CN=C2C(=N1)C(=NC(=N2)N)N)C3=CC=C(C=C3)C(=O)NC(CCC(=O)O)C(=O)O. Drug 2: CN(CC1=CN=C2C(=N1)C(=NC(=N2)N)N)C3=CC=C(C=C3)C(=O)NC(CCC(=O)O)C(=O)O. Cell line: UACC62. Synergy scores: CSS=21.6, Synergy_ZIP=2.98, Synergy_Bliss=4.68, Synergy_Loewe=1.80, Synergy_HSA=2.12. (2) Drug 1: C1=C(C(=O)NC(=O)N1)N(CCCl)CCCl. Drug 2: C1C(C(OC1N2C=C(C(=O)NC2=O)F)CO)O. Cell line: OVCAR3. Synergy scores: CSS=29.8, Synergy_ZIP=-6.22, Synergy_Bliss=-6.30, Synergy_Loewe=-11.2, Synergy_HSA=-3.83. (3) Drug 2: CC(C)(C#N)C1=CC(=CC(=C1)CN2C=NC=N2)C(C)(C)C#N. Cell line: U251. Synergy scores: CSS=21.2, Synergy_ZIP=-5.57, Synergy_Bliss=-1.65, Synergy_Loewe=-4.54, Synergy_HSA=-3.90. Drug 1: C1C(C(OC1N2C=C(C(=O)NC2=O)F)CO)O. (4) Drug 1: C1C(C(OC1N2C=C(C(=O)NC2=O)F)CO)O. Drug 2: CCCCCOC(=O)NC1=NC(=O)N(C=C1F)C2C(C(C(O2)C)O)O. Cell line: SK-MEL-5. Synergy scores: CSS=2.54, Synergy_ZIP=-1.80, Synergy_Bliss=0.588, Synergy_Loewe=0.595, Synergy_HSA=1.23.